Dataset: Full USPTO retrosynthesis dataset with 1.9M reactions from patents (1976-2016). Task: Predict the reactants needed to synthesize the given product. (1) The reactants are: Cl.[N:2]1[CH:7]=[CH:6][C:5]([C:8]([OH:10])=[O:9])=[CH:4][N:3]=1.[CH2:11](O)[CH3:12]. Given the product [CH2:11]([O:9][C:8]([C:5]1[CH:6]=[CH:7][N:2]=[N:3][CH:4]=1)=[O:10])[CH3:12], predict the reactants needed to synthesize it. (2) Given the product [NH2:2][C:3]1[CH:8]=[CH:7][C:6]([C:13]2[CH:14]=[CH:15][C:16]([C:17]([C@@H:19]3[CH2:23][CH2:22][CH2:21][C@H:20]3[C:24]([OH:26])=[O:25])=[O:18])=[CH:27][CH:28]=2)=[CH:5][CH:4]=1, predict the reactants needed to synthesize it. The reactants are: Cl.[NH2:2][C:3]1[CH:8]=[CH:7][C:6](B(O)O)=[CH:5][CH:4]=1.Br[C:13]1[CH:28]=[CH:27][C:16]([C:17]([C@@H:19]2[CH2:23][CH2:22][CH2:21][C@H:20]2[C:24]([OH:26])=[O:25])=[O:18])=[CH:15][CH:14]=1.C(=O)([O-])[O-].[Na+].[Na+].C(O)C. (3) Given the product [F:20][C:17]([F:18])([F:19])[CH2:16][O:15][C:12]1[CH:13]=[CH:14][C:9]([N:7]2[CH2:8][C@@H:4]3[CH2:3][C:2](=[O:1])[CH2:22][N:5]3[C:6]2=[O:21])=[CH:10][CH:11]=1, predict the reactants needed to synthesize it. The reactants are: [OH:1][C@@H:2]1[CH2:22][N:5]2[C:6](=[O:21])[N:7]([C:9]3[CH:14]=[CH:13][C:12]([O:15][CH2:16][C:17]([F:20])([F:19])[F:18])=[CH:11][CH:10]=3)[CH2:8][CH:4]2[CH2:3]1.C1C=C[NH+]=CC=1.C1C=C[NH+]=CC=1.[O-][Cr](O[Cr]([O-])(=O)=O)(=O)=O. (4) Given the product [CH3:27][O:28][C:19]([C:4]1[C:3]([S:21]([CH3:23])=[O:22])=[C:2]([NH2:1])[N:6]([C:7]2[C:12]([Cl:13])=[CH:11][C:10]([C:14]([F:15])([F:16])[F:17])=[CH:9][C:8]=2[Cl:18])[N:5]=1)=[NH:20], predict the reactants needed to synthesize it. The reactants are: [NH2:1][C:2]1[N:6]([C:7]2[C:12]([Cl:13])=[CH:11][C:10]([C:14]([F:17])([F:16])[F:15])=[CH:9][C:8]=2[Cl:18])[N:5]=[C:4]([C:19]#[N:20])[C:3]=1[S:21]([CH3:23])=[O:22].C[O-].[Na+].[C:27](=O)=[O:28]. (5) Given the product [CH2:18]([O:22][C:23]1[CH:28]=[CH:27][C:26]([S:29]([NH:12][CH:11]([CH2:10][C:9]2[C:16]3[C:6](=[CH:5][CH:4]=[C:3]([O:2][CH3:1])[CH:17]=3)[NH:7][CH:8]=2)[C:13]([OH:15])=[O:14])(=[O:31])=[O:30])=[CH:25][CH:24]=1)[C:19]#[C:20][CH3:21], predict the reactants needed to synthesize it. The reactants are: [CH3:1][O:2][C:3]1[CH:17]=[C:16]2[C:6]([NH:7][CH:8]=[C:9]2[CH2:10][CH:11]([C:13]([OH:15])=[O:14])[NH2:12])=[CH:5][CH:4]=1.[CH2:18]([O:22][C:23]1[CH:28]=[CH:27][C:26]([S:29](Cl)(=[O:31])=[O:30])=[CH:25][CH:24]=1)[C:19]#[C:20][CH3:21]. (6) The reactants are: [I:1][C:2]1[CH:7]=[CH:6][C:5]([C:8]2[N:9]([CH3:17])[CH:10]=[C:11]([CH2:13][N:14]=[N+]=[N-])[N:12]=2)=[CH:4][CH:3]=1. Given the product [I:1][C:2]1[CH:3]=[CH:4][C:5]([C:8]2[N:9]([CH3:17])[CH:10]=[C:11]([CH2:13][NH2:14])[N:12]=2)=[CH:6][CH:7]=1, predict the reactants needed to synthesize it.